The task is: Predict which catalyst facilitates the given reaction.. This data is from Catalyst prediction with 721,799 reactions and 888 catalyst types from USPTO. Reactant: [CH3:1][C@H:2]1[NH:7][C@@H:6]([CH3:8])[CH2:5][N:4]([C:9]2[C:10]([F:21])=[CH:11][C:12]([O:19][CH3:20])=[C:13]([NH:15]C(=O)C)[CH:14]=2)[CH2:3]1.Cl. Product: [CH3:1][C@H:2]1[NH:7][C@@H:6]([CH3:8])[CH2:5][N:4]([C:9]2[C:10]([F:21])=[CH:11][C:12]([O:19][CH3:20])=[C:13]([CH:14]=2)[NH2:15])[CH2:3]1. The catalyst class is: 8.